This data is from Full USPTO retrosynthesis dataset with 1.9M reactions from patents (1976-2016). The task is: Predict the reactants needed to synthesize the given product. (1) The reactants are: C([O:5][C:6]([N:8]1[CH2:13][C@@H:12]2[CH2:14][C@H:9]1[CH2:10][NH:11]2)=O)(C)(C)C.C[Si]([N:19]=C=O)(C)C.C(Cl)[Cl:23]. Given the product [ClH:23].[C@H:9]12[CH2:14][C@H:12]([NH:11][CH2:10]1)[CH2:13][N:8]2[C:6]([NH2:19])=[O:5], predict the reactants needed to synthesize it. (2) Given the product [OH:41][CH:37]1[C:38]([CH3:40])([CH3:39])[CH:35]([NH:34][C:11]2[C:16]([C:17]([F:20])([F:19])[F:18])=[CH:15][N:14]=[C:13]([NH:21][CH2:22][C:23]3[CH:24]=[N+:25]([O-:33])[CH:26]=[CH:27][C:28]=3[C:29]([F:32])([F:31])[F:30])[N:12]=2)[C:36]1([CH3:43])[CH3:42], predict the reactants needed to synthesize it. The reactants are: CCN(C(C)C)C(C)C.Cl[C:11]1[C:16]([C:17]([F:20])([F:19])[F:18])=[CH:15][N:14]=[C:13]([NH:21][CH2:22][C:23]2[CH:24]=[N+:25]([O-:33])[CH:26]=[CH:27][C:28]=2[C:29]([F:32])([F:31])[F:30])[N:12]=1.[NH2:34][CH:35]1[C:38]([CH3:40])([CH3:39])[CH:37]([OH:41])[C:36]1([CH3:43])[CH3:42]. (3) Given the product [CH3:9][O:10][C:11](=[O:16])[CH:12]=[CH:13][CH2:14][C:1]1([CH:7]=[O:8])[CH2:6][CH2:5][CH2:4][CH2:3][CH2:2]1, predict the reactants needed to synthesize it. The reactants are: [CH:1]1([CH:7]=[O:8])[CH2:6][CH2:5][CH2:4][CH2:3][CH2:2]1.[CH3:9][O:10][C:11](=[O:16])[CH:12](O)[CH:13]=[CH2:14].O.C1(C)C=CC(S(O)(=O)=O)=CC=1.